Dataset: Reaction yield outcomes from USPTO patents with 853,638 reactions. Task: Predict the reaction yield, written as a fraction of the theoretical maximum amount of product (1.0 means a 100% yield; for example, 0.34 means a 34% yield). The reactants are [CH3:1][CH2:2][O:3][C:4]([CH:6]1[CH2:12][CH2:11][C:9](=[O:10])[CH2:8][CH2:7]1)=[O:5].C[Si]([N-][Si](C)(C)C)(C)C.[Li+].C1C=CC(N([S:30]([C:33]([F:36])([F:35])[F:34])(=[O:32])=[O:31])[S:30]([C:33]([F:36])([F:35])[F:34])(=[O:32])=[O:31])=CC=1.S([O-])(O)(=O)=O.[Na+]. The catalyst is O1CCCC1. The product is [CH2:2]([O:3][C:4]([CH:6]1[CH2:12][CH2:11][C:9]([O:10][S:30]([C:33]([F:36])([F:35])[F:34])(=[O:32])=[O:31])=[CH:8][CH2:7]1)=[O:5])[CH3:1]. The yield is 0.942.